Dataset: Catalyst prediction with 721,799 reactions and 888 catalyst types from USPTO. Task: Predict which catalyst facilitates the given reaction. (1) Reactant: [CH:1]1[N:5]=[CH:4][N:3](C([N:3]2[CH:4]=[N:5][CH:1]=[CH:2]2)=O)[CH:2]=1.C1C2NC3C(=CC=CC=3)SC=2C=CC=1.CC(=C)C(OCC[NH3+])=O.[S:36]([C:40]1[CH:46]=[CH:45][C:43]([CH3:44])=[CH:42][CH:41]=1)([O-:39])(=[O:38])=[O:37].N1(C(NCCOC(=O)C(C)=C)=O)C=CN=C1.O.C1(C)C=CC(S(O)(=O)=O)=CC=1. Product: [S:36]([C:40]1[CH:46]=[CH:45][C:43]([CH3:44])=[CH:42][CH:41]=1)([O-:39])(=[O:38])=[O:37].[NH+:3]1[CH:2]=[CH:1][NH:5][CH:4]=1. The catalyst class is: 11. (2) Reactant: [CH:1]1([CH2:7][NH:8][C:9]([C:11]2[C:12]([C:18]([F:21])([F:20])[F:19])=[N:13][C:14](Cl)=[N:15][CH:16]=2)=[O:10])[CH2:6][CH2:5][CH2:4][CH2:3][CH2:2]1.[NH2:22][C:23]1[CH:24]=[C:25]([CH:28]=[CH:29][CH:30]=1)[C:26]#[N:27]. Product: [CH3:4][CH2:3][CH2:2][CH:1]([CH3:7])[CH3:6].[CH:1]1([CH2:7][NH:8][C:9]([C:11]2[C:12]([C:18]([F:21])([F:20])[F:19])=[N:13][C:14]([NH:22][C:23]3[CH:30]=[CH:29][CH:28]=[C:25]([C:26]#[N:27])[CH:24]=3)=[N:15][CH:16]=2)=[O:10])[CH2:6][CH2:5][CH2:4][CH2:3][CH2:2]1. The catalyst class is: 10.